From a dataset of NCI-60 drug combinations with 297,098 pairs across 59 cell lines. Regression. Given two drug SMILES strings and cell line genomic features, predict the synergy score measuring deviation from expected non-interaction effect. (1) Cell line: PC-3. Drug 2: COC1=NC(=NC2=C1N=CN2C3C(C(C(O3)CO)O)O)N. Drug 1: C(=O)(N)NO. Synergy scores: CSS=2.16, Synergy_ZIP=-1.93, Synergy_Bliss=-2.26, Synergy_Loewe=-5.58, Synergy_HSA=-3.24. (2) Cell line: KM12. Drug 1: COC1=CC(=CC(=C1O)OC)C2C3C(COC3=O)C(C4=CC5=C(C=C24)OCO5)OC6C(C(C7C(O6)COC(O7)C8=CC=CS8)O)O. Drug 2: C1=NNC2=C1C(=O)NC=N2. Synergy scores: CSS=18.4, Synergy_ZIP=-5.81, Synergy_Bliss=-3.38, Synergy_Loewe=-34.7, Synergy_HSA=2.98. (3) Drug 1: C1=C(C(=O)NC(=O)N1)F. Drug 2: CC(C)NC(=O)C1=CC=C(C=C1)CNNC.Cl. Cell line: HL-60(TB). Synergy scores: CSS=35.5, Synergy_ZIP=-16.3, Synergy_Bliss=-29.8, Synergy_Loewe=-35.5, Synergy_HSA=-30.1. (4) Drug 1: C1=CC=C(C=C1)NC(=O)CCCCCCC(=O)NO. Drug 2: C(CC(=O)O)C(=O)CN.Cl. Cell line: SK-MEL-5. Synergy scores: CSS=32.9, Synergy_ZIP=-10.5, Synergy_Bliss=-7.92, Synergy_Loewe=-5.52, Synergy_HSA=-4.56. (5) Drug 1: CC1=C2C(C(=O)C3(C(CC4C(C3C(C(C2(C)C)(CC1OC(=O)C(C(C5=CC=CC=C5)NC(=O)OC(C)(C)C)O)O)OC(=O)C6=CC=CC=C6)(CO4)OC(=O)C)O)C)O. Drug 2: C1=CN(C=N1)CC(O)(P(=O)(O)O)P(=O)(O)O. Cell line: SF-268. Synergy scores: CSS=6.48, Synergy_ZIP=6.06, Synergy_Bliss=10.8, Synergy_Loewe=4.91, Synergy_HSA=7.65. (6) Drug 2: C1CC(C1)(C(=O)O)C(=O)O.[NH2-].[NH2-].[Pt+2]. Synergy scores: CSS=48.8, Synergy_ZIP=0.0249, Synergy_Bliss=-1.47, Synergy_Loewe=0.547, Synergy_HSA=1.84. Drug 1: C1=CN(C(=O)N=C1N)C2C(C(C(O2)CO)O)O.Cl. Cell line: COLO 205. (7) Drug 1: C1CN1C2=NC(=NC(=N2)N3CC3)N4CC4. Drug 2: B(C(CC(C)C)NC(=O)C(CC1=CC=CC=C1)NC(=O)C2=NC=CN=C2)(O)O. Cell line: UACC-257. Synergy scores: CSS=21.2, Synergy_ZIP=-4.12, Synergy_Bliss=-3.28, Synergy_Loewe=-3.72, Synergy_HSA=-1.13. (8) Drug 2: C1=CC(=CC=C1CCCC(=O)O)N(CCCl)CCCl. Drug 1: C1CCC(CC1)NC(=O)N(CCCl)N=O. Synergy scores: CSS=19.1, Synergy_ZIP=-6.27, Synergy_Bliss=1.79, Synergy_Loewe=2.60, Synergy_HSA=3.60. Cell line: TK-10.